This data is from Reaction yield outcomes from USPTO patents with 853,638 reactions. The task is: Predict the reaction yield, written as a fraction of the theoretical maximum amount of product (1.0 means a 100% yield; for example, 0.34 means a 34% yield). (1) The yield is 0.430. The catalyst is C1COCC1.C1(C)C=CC=CC=1. The reactants are [CH3:1][C:2]1[O:6][N:5]=[C:4]([C:7]2[CH:12]=[CH:11][CH:10]=[CH:9][CH:8]=2)[C:3]=1[CH2:13][OH:14].[CH2:15]([O:17][C:18]([C:20]1[CH:25]=[CH:24][C:23](O)=[CH:22][N:21]=1)=[O:19])[CH3:16].C1(P(C2C=CC=CC=2)C2C=CC=CC=2)C=CC=CC=1.N(C(OCC)=O)=NC(OCC)=O. The product is [CH2:15]([O:17][C:18]([C:20]1[CH:25]=[CH:24][C:23]([O:14][CH2:13][C:3]2[C:4]([C:7]3[CH:12]=[CH:11][CH:10]=[CH:9][CH:8]=3)=[N:5][O:6][C:2]=2[CH3:1])=[CH:22][N:21]=1)=[O:19])[CH3:16]. (2) The reactants are C([N:4](C(C)C)CC)(C)C.[CH3:10][S:11]([C:14]1[CH:15]=[C:16]([NH:20][C:21](=[O:29])OC2C=CC=CC=2)[CH:17]=[CH:18][CH:19]=1)(=[O:13])=[O:12].N[C:31]1[CH:54]=[CH:53][C:34]([O:35][C:36]2[C:45]3[C:40](=[CH:41][C:42]([O:48][CH2:49][CH2:50][O:51][CH3:52])=[C:43]([C:46]#[N:47])[CH:44]=3)[N:39]=[CH:38][CH:37]=2)=[CH:33][CH:32]=1. No catalyst specified. The product is [C:46]([C:43]1[CH:44]=[C:45]2[C:40](=[CH:41][C:42]=1[O:48][CH2:49][CH2:50][O:51][CH3:52])[N:39]=[CH:38][CH:37]=[C:36]2[O:35][C:34]1[CH:53]=[CH:54][C:31]([N:20]([C:16]2[CH:17]=[CH:18][CH:19]=[C:14]([S:11]([CH3:10])(=[O:12])=[O:13])[CH:15]=2)[C:21]([NH2:4])=[O:29])=[CH:32][CH:33]=1)#[N:47]. The yield is 0.756. (3) The reactants are Br[C:2]1[CH:3]=[CH:4][C:5]([CH:8]([OH:11])[CH2:9][CH3:10])=[N:6][CH:7]=1.[C:12]([C:14]1[CH:19]=[CH:18][CH:17]=[CH:16][C:15]=1B(O)O)#[N:13].C([O-])([O-])=O.[Na+].[Na+]. The catalyst is C1(C)C=CC=CC=1.C(O)C.C1C=CC([P]([Pd]([P](C2C=CC=CC=2)(C2C=CC=CC=2)C2C=CC=CC=2)([P](C2C=CC=CC=2)(C2C=CC=CC=2)C2C=CC=CC=2)[P](C2C=CC=CC=2)(C2C=CC=CC=2)C2C=CC=CC=2)(C2C=CC=CC=2)C2C=CC=CC=2)=CC=1. The product is [OH:11][CH:8]([C:5]1[N:6]=[CH:7][C:2]([C:15]2[CH:16]=[CH:17][CH:18]=[CH:19][C:14]=2[C:12]#[N:13])=[CH:3][CH:4]=1)[CH2:9][CH3:10]. The yield is 0.194. (4) The reactants are [C:1]([C:3]1[CH:19]=[CH:18][C:6]([O:7][C:8]2[CH:9]=[CH:10][C:11]3[B:15]([OH:16])[O:14][CH2:13][C:12]=3[CH:17]=2)=[CH:5][C:4]=1[OH:20])#[N:2].I[CH3:22].[H-].[Na+].Cl. The catalyst is CN(C)C=O.O. The product is [C:1]([C:3]1[CH:19]=[CH:18][C:6]([O:7][C:8]2[CH:9]=[CH:10][C:11]3[B:15]([OH:16])[O:14][CH2:13][C:12]=3[CH:17]=2)=[CH:5][C:4]=1[O:20][CH3:22])#[N:2]. The yield is 0.870. (5) The reactants are Br[CH2:2][C:3]1[C:4]([C:21]2[CH:26]=[CH:25][CH:24]=[C:23]([C:27]([F:30])([F:29])[F:28])[CH:22]=2)=[N:5][C:6]2[C:11]([C:12]=1[C:13]([O:15][CH3:16])=[O:14])=[CH:10][C:9]([S:17]([CH3:20])(=[O:19])=[O:18])=[CH:8][CH:7]=2.[N:31]1([CH:37]2[CH2:42][CH2:41][NH:40][CH2:39][CH2:38]2)[CH2:36][CH2:35][CH2:34][CH2:33][CH2:32]1. The catalyst is C(#N)C. The product is [N:31]1([CH:37]2[CH2:42][CH2:41][N:40]([CH2:2][C:3]3[C:4]([C:21]4[CH:26]=[CH:25][CH:24]=[C:23]([C:27]([F:30])([F:29])[F:28])[CH:22]=4)=[N:5][C:6]4[C:11]([C:12]=3[C:13]([O:15][CH3:16])=[O:14])=[CH:10][C:9]([S:17]([CH3:20])(=[O:19])=[O:18])=[CH:8][CH:7]=4)[CH2:39][CH2:38]2)[CH2:36][CH2:35][CH2:34][CH2:33][CH2:32]1. The yield is 0.870. (6) The reactants are Br[C:2]1[CH:7]=[C:6]([N+:8]([O-:10])=[O:9])[CH:5]=[CH:4][C:3]=1[C:11]([CH3:14])([CH3:13])[CH3:12].[CH3:15][N:16](C=O)C. The catalyst is O.[C-]#N.[C-]#N.[Zn+2].C1C=CC([P]([Pd]([P](C2C=CC=CC=2)(C2C=CC=CC=2)C2C=CC=CC=2)([P](C2C=CC=CC=2)(C2C=CC=CC=2)C2C=CC=CC=2)[P](C2C=CC=CC=2)(C2C=CC=CC=2)C2C=CC=CC=2)(C2C=CC=CC=2)C2C=CC=CC=2)=CC=1. The product is [C:11]([C:3]1[CH:4]=[CH:5][C:6]([N+:8]([O-:10])=[O:9])=[CH:7][C:2]=1[C:15]#[N:16])([CH3:14])([CH3:13])[CH3:12]. The yield is 0.800. (7) The reactants are [CH3:1][N:2]1[CH2:6][CH2:5][N:4]2[N:7]=[CH:8][C:9]([NH2:10])=[C:3]12.Cl[C:12]1[N:17]=[C:16]([NH:18][CH3:19])[C:15]([C:20]([F:23])([F:22])[F:21])=[CH:14][N:13]=1.C(=O)([O-])[O-].[Cs+].[Cs+].CC(C1C=C(C(C)C)C(C2C(P(C3CCCCC3)C3CCCCC3)=C(OC)C=CC=2OC)=C(C(C)C)C=1)C. The catalyst is O1CCOCC1.C([O-])(=O)C.[Pd+2].C([O-])(=O)C. The product is [CH3:19][NH:18][C:16]1[C:15]([C:20]([F:22])([F:21])[F:23])=[CH:14][N:13]=[C:12]([NH:10][C:9]2[CH:8]=[N:7][N:4]3[CH2:5][CH2:6][N:2]([CH3:1])[C:3]=23)[N:17]=1. The yield is 0.140. (8) The reactants are [S:1]1[C:5]2[CH:6]=[CH:7][CH:8]=[CH:9][C:4]=2[N:3]=[C:2]1[S:10][CH2:11][C:12]([N:14]1[C:23]2[C:18](=[CH:19][CH:20]=[CH:21][CH:22]=2)[NH:17][CH2:16][CH2:15]1)=[O:13].[CH3:24][C:25](OC(C)=O)=[O:26].CCN(CC)CC. The catalyst is C(Cl)Cl.CN(C1C=CN=CC=1)C. The product is [C:25]([N:17]1[C:18]2[C:23](=[CH:22][CH:21]=[CH:20][CH:19]=2)[N:14]([C:12](=[O:13])[CH2:11][S:10][C:2]2[S:1][C:5]3[CH:6]=[CH:7][CH:8]=[CH:9][C:4]=3[N:3]=2)[CH2:15][CH2:16]1)(=[O:26])[CH3:24]. The yield is 0.520. (9) The product is [Cl:7][C:6]1[S:5][C:4]([S:8]([NH:11][C:12]2[CH:21]=[CH:20][C:15]([C:16]([O:18][CH3:19])=[O:17])=[C:14]([OH:22])[CH:13]=2)(=[O:10])=[O:9])=[CH:3][C:2]=1[C:28]1[CH:29]=[C:30]([CH3:31])[C:25]([O:24][CH3:23])=[C:26]([CH3:35])[CH:27]=1. The yield is 0.440. The reactants are Br[C:2]1[CH:3]=[C:4]([S:8]([NH:11][C:12]2[CH:21]=[CH:20][C:15]([C:16]([O:18][CH3:19])=[O:17])=[C:14]([OH:22])[CH:13]=2)(=[O:10])=[O:9])[S:5][C:6]=1[Cl:7].[CH3:23][O:24][C:25]1[C:30]([CH3:31])=[CH:29][C:28](B(O)O)=[CH:27][C:26]=1[CH3:35]. No catalyst specified.